Dataset: Reaction yield outcomes from USPTO patents with 853,638 reactions. Task: Predict the reaction yield, written as a fraction of the theoretical maximum amount of product (1.0 means a 100% yield; for example, 0.34 means a 34% yield). The reactants are [C:1]1([C:7]2[N:12]=[CH:11][C:10]([C:13]([OH:15])=O)=[CH:9][N:8]=2)[CH:6]=[CH:5][CH:4]=[CH:3][CH:2]=1.C[N:17]1CCO[CH2:19][CH2:18]1.O[N:24]1[C:28]2[CH:29]=[CH:30][CH:31]=[CH:32][C:27]=2N=N1.Cl.CN(C)CCCN=C=NCC. The catalyst is CN(C)C=O. The product is [C:1]1([C:7]2[N:8]=[CH:9][C:10]([C:13]([NH:17][CH2:18][CH2:19][NH:24][C:28]3[CH:27]=[CH:32][CH:31]=[CH:30][CH:29]=3)=[O:15])=[CH:11][N:12]=2)[CH:2]=[CH:3][CH:4]=[CH:5][CH:6]=1. The yield is 0.723.